This data is from Full USPTO retrosynthesis dataset with 1.9M reactions from patents (1976-2016). The task is: Predict the reactants needed to synthesize the given product. (1) Given the product [OH:17][C@@H:18]1[CH2:22][CH2:21][CH2:20][C@H:19]1[N:4]1[CH2:5][CH2:6][N:1]([C:7]([O:9][CH2:10][C:11]2[CH:16]=[CH:15][CH:14]=[CH:13][CH:12]=2)=[O:8])[CH2:2][CH2:3]1, predict the reactants needed to synthesize it. The reactants are: [N:1]1([C:7]([O:9][CH2:10][C:11]2[CH:16]=[CH:15][CH:14]=[CH:13][CH:12]=2)=[O:8])[CH2:6][CH2:5][NH:4][CH2:3][CH2:2]1.[O:17]1[CH:19]2[CH2:20][CH2:21][CH2:22][CH:18]12. (2) The reactants are: [F:1][C:2]1[CH:7]=[CH:6][C:5]([CH:8]2[C:17]([CH3:19])([CH3:18])[CH2:16][C:15]3[C:10](=[CH:11][CH:12]=[C:13]([C:20]([O:22]C)=[O:21])[CH:14]=3)[NH:9]2)=[CH:4][C:3]=1[NH:24][C:25](=[O:32])[C:26]1[CH:31]=[CH:30][CH:29]=[CH:28][N:27]=1.[OH-].[Na+]. Given the product [F:1][C:2]1[CH:7]=[CH:6][C:5]([CH:8]2[C:17]([CH3:19])([CH3:18])[CH2:16][C:15]3[C:10](=[CH:11][CH:12]=[C:13]([C:20]([OH:22])=[O:21])[CH:14]=3)[NH:9]2)=[CH:4][C:3]=1[NH:24][C:25](=[O:32])[C:26]1[CH:31]=[CH:30][CH:29]=[CH:28][N:27]=1, predict the reactants needed to synthesize it. (3) Given the product [OH:1][C@H:2]([C:18]1[CH:23]=[CH:22][CH:21]=[CH:20][CH:19]=1)[CH2:3][CH2:4][CH2:5][CH2:6][N:7]1[C:8](=[O:17])[C:9]2[C:14](=[CH:13][CH:12]=[CH:11][CH:10]=2)[C:15]1=[O:16].[C:24]([O:1][C@@H:2]([C:18]1[CH:23]=[CH:22][CH:21]=[CH:20][CH:19]=1)[CH2:3][CH2:4][CH2:5][CH2:6][N:7]1[C:8](=[O:17])[C:9]2[C:14](=[CH:13][CH:12]=[CH:11][CH:10]=2)[C:15]1=[O:16])(=[O:26])[CH3:25], predict the reactants needed to synthesize it. The reactants are: [OH:1][CH:2]([C:18]1[CH:23]=[CH:22][CH:21]=[CH:20][CH:19]=1)[CH2:3][CH2:4][CH2:5][CH2:6][N:7]1[C:15](=[O:16])[C:14]2[C:9](=[CH:10][CH:11]=[CH:12][CH:13]=2)[C:8]1=[O:17].[C:24](OC=C)(=[O:26])[CH3:25].